Task: Predict the product of the given reaction.. Dataset: Forward reaction prediction with 1.9M reactions from USPTO patents (1976-2016) (1) Given the reactants [NH2:1][C@H:2]([CH2:29][CH:30]([CH3:32])[CH3:31])[C:3]([NH:5][CH:6]1[CH2:15][C:14]2[C:9](=[C:10]([N:16]3[CH2:20][CH2:19][CH2:18][C:17]3=[O:21])[CH:11]=[CH:12][CH:13]=2)[N:8]([CH2:22][C:23]2[CH:27]=[CH:26][S:25][CH:24]=2)[C:7]1=[O:28])=[O:4].[C:33]([O:37][C:38]([NH:40][C@:41]([CH3:47])([CH2:45][CH3:46])[C:42](O)=[O:43])=[O:39])([CH3:36])([CH3:35])[CH3:34], predict the reaction product. The product is: [CH3:47][C@@:41]([NH:40][C:38](=[O:39])[O:37][C:33]([CH3:36])([CH3:35])[CH3:34])([CH2:45][CH3:46])[C:42]([NH:1][C@H:2]([CH2:29][CH:30]([CH3:32])[CH3:31])[C:3](=[O:4])[NH:5][CH:6]1[CH2:15][C:14]2[C:9](=[C:10]([N:16]3[CH2:20][CH2:19][CH2:18][C:17]3=[O:21])[CH:11]=[CH:12][CH:13]=2)[N:8]([CH2:22][C:23]2[CH:27]=[CH:26][S:25][CH:24]=2)[C:7]1=[O:28])=[O:43]. (2) Given the reactants [C:1]([OH:10])(=[O:9])[C:2]1[C:3](=[CH:5][CH:6]=[CH:7][CH:8]=1)[NH2:4].S(Cl)(Cl)=O.[CH2:15](O)[CH3:16], predict the reaction product. The product is: [CH2:15]([O:9][C:1](=[O:10])[C:2]1[CH:8]=[CH:7][CH:6]=[CH:5][C:3]=1[NH2:4])[CH3:16]. (3) The product is: [Cl:10][C:11]1[CH:12]=[C:13]([CH2:18][OH:19])[CH:14]=[N:15][C:16]=1[I:17]. Given the reactants CC(C[AlH]CC(C)C)C.[Cl:10][C:11]1[CH:12]=[C:13]([C:18](OCC)=[O:19])[CH:14]=[N:15][C:16]=1[I:17].C(=O)=O.C(C(C(C([O-])=O)O)O)([O-])=O, predict the reaction product. (4) Given the reactants [CH2:1]1[O:8][C:6](=[O:7])[CH2:5][O:4][C:2]1=[O:3].[C:9]([OH:17])(=[O:16])[CH:10]([CH2:12][C:13]([OH:15])=[O:14])[OH:11].CCCCC(C([O-])=O)CC.CCCCC(C([O-])=O)CC.[Sn+2], predict the reaction product. The product is: [CH2:1]1[O:8][C:6](=[O:7])[CH2:5][O:4][C:2]1=[O:3].[C:9]([OH:17])(=[O:16])[CH:10]([CH2:12][C:13]([OH:15])=[O:14])[OH:11]. (5) Given the reactants [C:1]([C:5]1[CH:6]=[C:7]([C:14]([OH:16])=O)[CH:8]=[C:9]([CH:13]=1)[C:10]([OH:12])=[O:11])([CH3:4])([CH3:3])[CH3:2].O=S(Cl)Cl.[CH3:21][NH:22][CH2:23][C:24]1[S:25][CH:26]=[C:27]([CH3:29])[N:28]=1.CCN(CC)CC, predict the reaction product. The product is: [C:1]([C:5]1[CH:13]=[C:9]([CH:8]=[C:7]([C:14](=[O:16])[N:22]([CH3:21])[CH2:23][C:24]2[S:25][CH:26]=[C:27]([CH3:29])[N:28]=2)[CH:6]=1)[C:10]([OH:12])=[O:11])([CH3:2])([CH3:3])[CH3:4]. (6) Given the reactants C([O:3][C:4]([C:6]1[S:10][C:9]([NH:11][C:12](=[O:28])[CH:13]([C:20]2[CH:25]=[CH:24][C:23]([Cl:26])=[C:22]([Cl:27])[CH:21]=2)[CH2:14][CH:15]2[CH2:19][CH2:18][CH2:17][CH2:16]2)=[N:8][CH:7]=1)=[O:5])C.[OH-].[Na+], predict the reaction product. The product is: [CH:15]1([CH2:14][CH:13]([C:20]2[CH:25]=[CH:24][C:23]([Cl:26])=[C:22]([Cl:27])[CH:21]=2)[C:12]([NH:11][C:9]2[S:10][C:6]([C:4]([OH:5])=[O:3])=[CH:7][N:8]=2)=[O:28])[CH2:19][CH2:18][CH2:17][CH2:16]1.